From a dataset of Peptide-MHC class II binding affinity with 134,281 pairs from IEDB. Regression. Given a peptide amino acid sequence and an MHC pseudo amino acid sequence, predict their binding affinity value. This is MHC class II binding data. The peptide sequence is GNTPIFKSGRGCGSC. The MHC is DRB1_0802 with pseudo-sequence DRB1_0802. The binding affinity (normalized) is 0.